Task: Binary Classification. Given a T-cell receptor sequence (or CDR3 region) and an epitope sequence, predict whether binding occurs between them.. Dataset: TCR-epitope binding with 47,182 pairs between 192 epitopes and 23,139 TCRs (1) The epitope is FPPTSFGPL. The TCR CDR3 sequence is CARGGTGASYEQYV. Result: 1 (the TCR binds to the epitope). (2) The epitope is ELAGIGILTV. The TCR CDR3 sequence is CSASIERGGANEQFF. Result: 1 (the TCR binds to the epitope). (3) The epitope is TLVPQEHYV. The TCR CDR3 sequence is CASSQLASNQETQYF. Result: 1 (the TCR binds to the epitope). (4) The TCR CDR3 sequence is CASSPAHTGELFF. The epitope is LSDDAVVCFNSTY. Result: 0 (the TCR does not bind to the epitope). (5) The epitope is FLPRVFSAV. The TCR CDR3 sequence is CASSLPGQGINIQYF. Result: 1 (the TCR binds to the epitope). (6) The epitope is RLQSLQTYV. The TCR CDR3 sequence is CASRGEQGYQETQYF. Result: 1 (the TCR binds to the epitope). (7) The epitope is DRFYKTLRAEQASQEV. The TCR CDR3 sequence is CASGRGANSPLHF. Result: 1 (the TCR binds to the epitope).